Dataset: Catalyst prediction with 721,799 reactions and 888 catalyst types from USPTO. Task: Predict which catalyst facilitates the given reaction. (1) Reactant: Br[CH2:2][C:3]([C:5]1[CH:10]=[CH:9][CH:8]=[C:7]([C:11]([F:14])([F:13])[F:12])[CH:6]=1)=O.[NH2:15][C:16]1[C:17]([C:22]([O:24][CH3:25])=[O:23])=[N:18][CH:19]=[CH:20][N:21]=1.O. Product: [F:12][C:11]([F:14])([F:13])[C:7]1[CH:6]=[C:5]([C:3]2[N:15]=[C:16]3[C:17]([C:22]([O:24][CH3:25])=[O:23])=[N:18][CH:19]=[CH:20][N:21]3[CH:2]=2)[CH:10]=[CH:9][CH:8]=1. The catalyst class is: 23. (2) Reactant: C([O-])([O-])=O.[Na+].[Na+].Cl[C:8]([O:10][CH2:11][C:12]1[CH:17]=[CH:16][CH:15]=[CH:14][CH:13]=1)=[O:9].[NH2:18][C:19]1[CH:20]=[C:21]([CH:25]=[CH:26][C:27]=1[N:28]1[CH2:33][CH2:32][O:31][CH2:30][CH2:29]1)[C:22]([NH2:24])=[O:23]. Product: [C:22]([C:21]1[CH:25]=[CH:26][C:27]([N:28]2[CH2:33][CH2:32][O:31][CH2:30][CH2:29]2)=[C:19]([NH:18][C:8](=[O:9])[O:10][CH2:11][C:12]2[CH:17]=[CH:16][CH:15]=[CH:14][CH:13]=2)[CH:20]=1)(=[O:23])[NH2:24]. The catalyst class is: 20. (3) Product: [ClH:24].[ClH:24].[CH3:1][O:2][C:3]([C:5]1[N:6]=[N:7][N:8]([C@H:10]2[CH2:15][CH2:14][C@@H:13]([NH2:16])[CH2:12][CH2:11]2)[CH:9]=1)=[O:4]. The catalyst class is: 513. Reactant: [CH3:1][O:2][C:3]([C:5]1[N:6]=[N:7][N:8]([C@H:10]2[CH2:15][CH2:14][C@@H:13]([NH:16]C(OC(C)(C)C)=O)[CH2:12][CH2:11]2)[CH:9]=1)=[O:4].[ClH:24]. (4) Reactant: Cl.[CH3:2][O:3][C:4]1[CH:9]=[C:8]([CH3:10])[CH:7]=[CH:6][C:5]=1[CH2:11][NH2:12].C([N:15](CC)CC)C.Cl[C:21](=[O:27])[C:22]([O:24]CC)=O.[CH3:28][C:29]1[CH:30]=[CH:31][C:32]([CH2:35][CH2:36]N)=[N:33][CH:34]=1. Product: [CH3:2][O:3][C:4]1[CH:9]=[C:8]([CH3:10])[CH:7]=[CH:6][C:5]=1[CH2:11][N:12]([CH2:36][CH2:35][C:32]1[CH:31]=[CH:30][C:29]([CH3:28])=[CH:34][N:33]=1)[C:22](=[O:24])[C:21]([NH2:15])=[O:27]. The catalyst class is: 10. (5) Reactant: [O:1]1[CH:5]=[CH:4][CH:3]=[C:2]1[C:6](=O)[CH2:7][C:8]1[CH:13]=[CH:12][CH:11]=[CH:10][CH:9]=1.[CH2:15]([O:17][C:18]1[CH:19]=[C:20]([CH:23]=[C:24]([N+:27]([O-:29])=[O:28])[C:25]=1[OH:26])[CH:21]=O)[CH3:16].[NH2:30][C:31]([NH2:33])=[O:32].Cl. Product: [CH2:15]([O:17][C:18]1[CH:19]=[C:20]([CH:21]2[C:7]([C:8]3[CH:13]=[CH:12][CH:11]=[CH:10][CH:9]=3)=[C:6]([C:2]3[O:1][CH:5]=[CH:4][CH:3]=3)[NH:33][C:31](=[O:32])[NH:30]2)[CH:23]=[C:24]([N+:27]([O-:29])=[O:28])[C:25]=1[OH:26])[CH3:16]. The catalyst class is: 351. (6) Reactant: [CH2:1]([N:3]1[C:7]2[C:8](=[O:12])[NH:9][CH2:10][CH2:11][C:6]=2[CH:5]=[CH:4]1)[CH3:2].I[C:14]1[CH:15]=[N:16][CH:17]=[CH:18][C:19]=1[CH3:20].P([O-])([O-])([O-])=O.[K+].[K+].[K+]. The catalyst class is: 246. Product: [CH2:1]([N:3]1[C:7]2[C:8](=[O:12])[N:9]([C:14]3[CH:15]=[N:16][CH:17]=[CH:18][C:19]=3[CH3:20])[CH2:10][CH2:11][C:6]=2[CH:5]=[CH:4]1)[CH3:2]. (7) Reactant: N#N.Br[C:4]1[CH:5]=[C:6]2[C:11](=[CH:12][CH:13]=1)[C:10]([CH2:14][N:15]1[C:21](=[O:22])[C@@H:20]([NH:23][C:24](=[O:36])[C@@H:25]([N:27]([CH3:35])[C:28](=[O:34])[O:29][C:30]([CH3:33])([CH3:32])[CH3:31])[CH3:26])[CH2:19][O:18][C:17]3[CH:37]=[CH:38][CH:39]=[CH:40][C:16]1=3)=[C:9]([O:41][CH3:42])[CH:8]=[CH:7]2.[CH:43]1(B(O)O)[CH2:45][CH2:44]1.C([O-])([O-])=O.[Na+].[Na+]. Product: [CH:43]1([C:4]2[CH:5]=[C:6]3[C:11](=[CH:12][CH:13]=2)[C:10]([CH2:14][N:15]2[C:21](=[O:22])[C@@H:20]([NH:23][C:24](=[O:36])[C@@H:25]([N:27]([CH3:35])[C:28](=[O:34])[O:29][C:30]([CH3:31])([CH3:32])[CH3:33])[CH3:26])[CH2:19][O:18][C:17]4[CH:37]=[CH:38][CH:39]=[CH:40][C:16]2=4)=[C:9]([O:41][CH3:42])[CH:8]=[CH:7]3)[CH2:45][CH2:44]1. The catalyst class is: 752.